This data is from Catalyst prediction with 721,799 reactions and 888 catalyst types from USPTO. The task is: Predict which catalyst facilitates the given reaction. (1) Reactant: [Br:1][C:2]1[CH:6]=[N:5][N:4]([CH3:7])[C:3]=1[C:8]1[CH:9]=[C:10]([NH2:16])[CH:11]=[CH:12][C:13]=1[O:14][CH3:15].[F:17][C:18]1[CH:23]=[CH:22][C:21]([N:24]=[C:25]=[O:26])=[CH:20][C:19]=1[N+:27]([O-:29])=[O:28]. Product: [Br:1][C:2]1[CH:6]=[N:5][N:4]([CH3:7])[C:3]=1[C:8]1[CH:9]=[C:10]([NH:16][C:25]([NH:24][C:21]2[CH:22]=[CH:23][C:18]([F:17])=[C:19]([N+:27]([O-:29])=[O:28])[CH:20]=2)=[O:26])[CH:11]=[CH:12][C:13]=1[O:14][CH3:15]. The catalyst class is: 2. (2) Product: [F:63][C:57]([F:62])([C:58]([F:59])([F:61])[F:60])[CH2:56][C:53]1[CH:54]=[CH:55][C:50]([CH2:49][CH:39]([NH:38][C:12]([C:5]2[C:6]3[C:11](=[CH:10][CH:9]=[CH:8][CH:7]=3)[C:2]([F:1])=[CH:3][CH:4]=2)=[O:14])[CH:40]([C:42]2[CH:47]=[CH:46][CH:45]=[C:44]([Cl:48])[CH:43]=2)[OH:41])=[CH:51][CH:52]=1. The catalyst class is: 42. Reactant: [F:1][C:2]1[C:11]2[C:6](=[CH:7][CH:8]=[CH:9][CH:10]=2)[C:5]([C:12]([OH:14])=O)=[CH:4][CH:3]=1.Cl.C(N=C=NCCCN(C)C)C.O.ON1C2C=CC=CC=2N=N1.[NH2:38][CH:39]([CH2:49][C:50]1[CH:55]=[CH:54][C:53]([CH2:56][C:57]([F:63])([F:62])[C:58]([F:61])([F:60])[F:59])=[CH:52][CH:51]=1)[CH:40]([C:42]1[CH:47]=[CH:46][CH:45]=[C:44]([Cl:48])[CH:43]=1)[OH:41].